From a dataset of Full USPTO retrosynthesis dataset with 1.9M reactions from patents (1976-2016). Predict the reactants needed to synthesize the given product. (1) Given the product [CH3:1][S:2]([O:23][CH2:22][CH2:21][CH2:20][C:17]1[CH:16]=[CH:15][C:14]([Cl:13])=[CH:19][CH:18]=1)(=[O:4])=[O:3], predict the reactants needed to synthesize it. The reactants are: [CH3:1][S:2](Cl)(=[O:4])=[O:3].C(N(CC)CC)C.[Cl:13][C:14]1[CH:19]=[CH:18][C:17]([CH2:20][CH2:21][CH2:22][OH:23])=[CH:16][CH:15]=1. (2) Given the product [CH2:47]([NH:54][C:24]([C:21]1[CH:22]=[C:23]2[C:18](=[CH:19][CH:20]=1)[NH:17][N:16]=[C:15]2[C:13]1[NH:12][C:9]2[C:8]([N:14]=1)=[CH:7][C:6]1[C:5]([CH3:28])([CH3:27])[C:4](=[O:29])[N:3]([CH2:1][CH3:2])[C:11]=1[CH:10]=2)=[O:26])[C:48]1[CH:53]=[CH:52][CH:51]=[CH:50][CH:49]=1, predict the reactants needed to synthesize it. The reactants are: [CH2:1]([N:3]1[C:11]2[CH:10]=[C:9]3[NH:12][C:13]([C:15]4[C:23]5[C:18](=[CH:19][CH:20]=[C:21]([C:24]([OH:26])=O)[CH:22]=5)[NH:17][N:16]=4)=[N:14][C:8]3=[CH:7][C:6]=2[C:5]([CH3:28])([CH3:27])[C:4]1=[O:29])[CH3:2].C(N1C=CN=C1)(N1C=CN=C1)=O.C1COCC1.[CH2:47]([NH2:54])[C:48]1[CH:53]=[CH:52][CH:51]=[CH:50][CH:49]=1. (3) Given the product [Cl:18][CH:19]1[N:24]([NH:12][C:13]2([CH2:16][OH:17])[CH2:15][CH2:14]2)[C:23]2[CH2:25][CH2:26][S:27](=[O:28])[C:22]=2[CH:21]=[N:20]1, predict the reactants needed to synthesize it. The reactants are: ClC1N=C(Cl)C2SCCC=2N=1.[NH2:12][C:13]1([CH2:16][OH:17])[CH2:15][CH2:14]1.[Cl:18][C:19]1[N:20]=[C:21](NC2(CO)CC2)[C:22]2[S:27](=[O:28])[CH2:26][CH2:25][C:23]=2[N:24]=1. (4) The reactants are: I[Si](C)(C)C.[C:6]([NH:14][C:15]1[S:16][CH2:17][CH:18]2[CH2:23][N:22](C(OCC3C=CC=CC=3)=O)[CH2:21][C:19]2([C:34]2[CH:39]=[C:38]([Br:40])[CH:37]=[CH:36][C:35]=2[F:41])[N:20]=1)(=[O:13])[C:7]1[CH:12]=[CH:11][CH:10]=[CH:9][CH:8]=1. Given the product [NH3:14].[Br:40][C:38]1[CH:37]=[CH:36][C:35]([F:41])=[C:34]([C:19]23[CH2:21][NH:22][CH2:23][CH:18]2[CH2:17][S:16][C:15]([NH:14][C:6](=[O:13])[C:7]2[CH:12]=[CH:11][CH:10]=[CH:9][CH:8]=2)=[N:20]3)[CH:39]=1, predict the reactants needed to synthesize it. (5) The reactants are: [CH3:1][O:2][C:3]1[CH:4]=[CH:5][C:6]([CH2:11][CH2:12][NH2:13])=[N:7][C:8]=1[O:9][CH3:10].[C:14]1([CH2:20][CH2:21][C:22](=O)[CH3:23])[CH:19]=[CH:18][CH:17]=[CH:16][CH:15]=1.C([BH3-])#N.[Na+].[CH3:29][C:30]1[N:35]=[C:34]([C:36](O)=[O:37])[CH:33]=[CH:32][CH:31]=1.C(N(CC)CC)C.CN(C(ON1N=NC2C=CC=CC1=2)=[N+](C)C)C.[B-](F)(F)(F)F. Given the product [CH3:1][O:2][C:3]1[CH:4]=[CH:5][C:6]([CH2:11][CH2:12][N:13]([CH:22]([CH3:23])[CH2:21][CH2:20][C:14]2[CH:19]=[CH:18][CH:17]=[CH:16][CH:15]=2)[C:36]([C:34]2[CH:33]=[CH:32][CH:31]=[C:30]([CH3:29])[N:35]=2)=[O:37])=[N:7][C:8]=1[O:9][CH3:10], predict the reactants needed to synthesize it. (6) Given the product [CH3:29][C:30]1[C:34]([CH3:33])=[CH:22][CH:13]=[CH:12][C:11]=1[NH:10][C:8]([NH:7][C:5]1[N:4]([C:23]2[CH:24]=[CH:25][CH:26]=[CH:27][CH:28]=2)[N:3]=[C:2]([CH3:1])[CH:6]=1)=[O:9], predict the reactants needed to synthesize it. The reactants are: [CH3:1][C:2]1[CH:6]=[C:5]([NH:7][C:8]([NH:10][C:11]2N(C3C=CC=CC=3)N=[C:13]([CH3:22])[CH:12]=2)=[O:9])[N:4]([C:23]2[CH:28]=[CH:27][CH:26]=[CH:25][CH:24]=2)[N:3]=1.[CH3:29][C:30]1[CH:34]=[C:33](N)N(C2C=CC=CC=2)N=1.CC1C(C)=CC=CC=1N. (7) Given the product [CH3:54][O:55][C:56](=[O:65])[CH2:57][CH2:58][CH:59]1[CH2:64][CH2:63][N:62]([C:67]2[CH:72]=[CH:71][C:70]([Cl:73])=[CH:69][CH:68]=2)[CH2:61][CH2:60]1, predict the reactants needed to synthesize it. The reactants are: C1(P(C2C=CC=CC=2)C2C=CC3C(=CC=CC=3)C=2C2C3C(=CC=CC=3)C=CC=2P(C2C=CC=CC=2)C2C=CC=CC=2)C=CC=CC=1.C(=O)([O-])[O-].[Cs+].[Cs+].Cl.[CH3:54][O:55][C:56](=[O:65])[CH2:57][CH2:58][CH:59]1[CH2:64][CH2:63][NH:62][CH2:61][CH2:60]1.Br[C:67]1[CH:72]=[CH:71][C:70]([Cl:73])=[CH:69][CH:68]=1. (8) The reactants are: [C:1]([NH:4][NH:5][C:6](=O)[C:7]1[CH:12]=[CH:11][N:10]=[CH:9][C:8]=1[F:13])(=O)[CH3:2].COC1C=CC(P2(=S)SP(=S)(C3C=CC(OC)=CC=3)[S:24]2)=CC=1. Given the product [F:13][C:8]1[CH:9]=[N:10][CH:11]=[CH:12][C:7]=1[C:6]1[S:24][C:1]([CH3:2])=[N:4][N:5]=1, predict the reactants needed to synthesize it.